This data is from Reaction yield outcomes from USPTO patents with 853,638 reactions. The task is: Predict the reaction yield, written as a fraction of the theoretical maximum amount of product (1.0 means a 100% yield; for example, 0.34 means a 34% yield). (1) The reactants are [Li+].CC([N-]C(C)C)C.C(NC(C)C)(C)C.[Li]CCCC.[CH3:21][N:22]1[CH:26]=[CH:25][C:24]([CH3:27])=[N:23]1.CN1C(C)=CC=N1.[CH2:35]([Sn:39](Cl)([CH2:44][CH2:45][CH2:46][CH3:47])[CH2:40][CH2:41][CH2:42][CH3:43])[CH2:36][CH2:37][CH3:38]. The catalyst is C1COCC1.O. The product is [CH3:21][N:22]1[C:26]([Sn:39]([CH2:40][CH2:41][CH2:42][CH3:43])([CH2:44][CH2:45][CH2:46][CH3:47])[CH2:35][CH2:36][CH2:37][CH3:38])=[CH:25][C:24]([CH3:27])=[N:23]1. The yield is 0.360. (2) The reactants are [NH2:1][C:2]1[CH:7]=[CH:6][CH:5]=[CH:4][C:3]=1[NH:8][C:9](=[O:41])[CH:10]=[CH:11][C:12]1[CH:17]=[CH:16][C:15]([CH2:18][N:19]([CH2:31][CH2:32][O:33][Si](C(C)(C)C)(C)C)[CH2:20][CH2:21][C:22]2[C:30]3[C:25](=[CH:26][CH:27]=[CH:28][CH:29]=3)[NH:24][CH:23]=2)=[CH:14][CH:13]=1.CCCC[N+](CCCC)(CCCC)CCCC.[F-].CO. The catalyst is C1COCC1. The product is [NH2:1][C:2]1[CH:7]=[CH:6][CH:5]=[CH:4][C:3]=1[NH:8][C:9](=[O:41])[CH:10]=[CH:11][C:12]1[CH:13]=[CH:14][C:15]([CH2:18][N:19]([CH2:31][CH2:32][OH:33])[CH2:20][CH2:21][C:22]2[C:30]3[C:25](=[CH:26][CH:27]=[CH:28][CH:29]=3)[NH:24][CH:23]=2)=[CH:16][CH:17]=1. The yield is 0.800. (3) The reactants are [Br:1][C:2]1[C:3](F)=[C:4]2[C:10]([NH:11][C:12]([C:14]3[CH:19]=[CH:18][C:17](=[O:20])[N:16]([CH3:21])[N:15]=3)=[O:13])=[CH:9][NH:8][C:5]2=[N:6][CH:7]=1.[NH:23]1[CH2:28][CH2:27][CH2:26][C@@H:25]([NH:29]C(=O)OC(C)(C)C)[CH2:24]1.CCN(C(C)C)C(C)C.C(O)(C(F)(F)F)=O.C(Cl)[Cl:54]. The catalyst is CN1C(=O)CCC1. The product is [ClH:54].[NH2:29][C@@H:25]1[CH2:26][CH2:27][CH2:28][N:23]([C:3]2[C:2]([Br:1])=[CH:7][N:6]=[C:5]3[NH:8][CH:9]=[C:10]([NH:11][C:12]([C:14]4[CH:19]=[CH:18][C:17](=[O:20])[N:16]([CH3:21])[N:15]=4)=[O:13])[C:4]=23)[CH2:24]1. The yield is 0.0600. (4) The reactants are C(OC([NH:8][C@H:9]1[CH2:14][CH2:13][CH2:12][CH2:11][C@H:10]1[NH:15][C:16]1[N:21]=[C:20]([C:22]2[S:26][N:25]=[CH:24][CH:23]=2)[C:19]2[C:27](=[O:37])[N:28](C(OC(C)(C)C)=O)[CH2:29][C:18]=2[C:17]=1[F:38])=O)(C)(C)C.Cl.O1CCOCC1.CCO. The catalyst is CO. The yield is 0.400. The product is [NH2:8][C@H:9]1[CH2:14][CH2:13][CH2:12][CH2:11][C@H:10]1[NH:15][C:16]1[N:21]=[C:20]([C:22]2[S:26][N:25]=[CH:24][CH:23]=2)[C:19]2[C:27](=[O:37])[NH:28][CH2:29][C:18]=2[C:17]=1[F:38]. (5) The reactants are [NH2:1][C:2]1[CH:6]=[C:5]([C:7]2[CH:12]=[CH:11][N:10]=[CH:9][CH:8]=2)[S:4][C:3]=1[C:13]([NH2:15])=[O:14].[C:16]([N:23]1[CH2:28][CH2:27][C:26](=O)[CH2:25][CH2:24]1)([O:18][C:19]([CH3:22])([CH3:21])[CH3:20])=[O:17].O.C1(C)C=CC(S(O)(=O)=O)=CC=1.C(=O)([O-])O.[Na+]. The catalyst is C(O)(=O)C. The product is [O:14]=[C:13]1[NH:15][C:26]2([CH2:27][CH2:28][N:23]([C:16]([O:18][C:19]([CH3:22])([CH3:21])[CH3:20])=[O:17])[CH2:24][CH2:25]2)[NH:1][C:2]2[CH:6]=[C:5]([C:7]3[CH:8]=[CH:9][N:10]=[CH:11][CH:12]=3)[S:4][C:3]1=2. The yield is 0.920. (6) The reactants are [Si]([O:8][CH2:9][C:10]([F:41])([F:40])[CH2:11][O:12][C:13]1[C:18]([Cl:19])=[CH:17][C:16]([C:20]2[N:24]=[C:23]([C:25]3[N:26]=[C:27]4[C:32]([Cl:33])=[CH:31][C:30]([C:34]([F:37])([F:36])[F:35])=[CH:29][N:28]4[CH:38]=3)[O:22][N:21]=2)=[C:15]([Cl:39])[CH:14]=1)(C(C)(C)C)(C)C. The catalyst is C(O)(C(F)(F)F)=O.O. The product is [Cl:19][C:18]1[CH:17]=[C:16]([C:20]2[N:24]=[C:23]([C:25]3[N:26]=[C:27]4[C:32]([Cl:33])=[CH:31][C:30]([C:34]([F:35])([F:37])[F:36])=[CH:29][N:28]4[CH:38]=3)[O:22][N:21]=2)[C:15]([Cl:39])=[CH:14][C:13]=1[O:12][CH2:11][C:10]([F:40])([F:41])[CH2:9][OH:8]. The yield is 0.310.